This data is from Full USPTO retrosynthesis dataset with 1.9M reactions from patents (1976-2016). The task is: Predict the reactants needed to synthesize the given product. (1) The reactants are: [N:1]1[CH:6]=[CH:5][C:4]([NH2:7])=[CH:3][N:2]=1.C(N(C(C)C)CC)(C)C.CN(C(ON1N=NC2C=CC=NC1=2)=[N+](C)C)C.F[P-](F)(F)(F)(F)F.[Br:41][C:42]1[C:43]([CH3:59])=[CH:44][C:45]([O:51][CH2:52][C:53]2[CH:58]=[CH:57][CH:56]=[CH:55][CH:54]=2)=[C:46]([CH:50]=1)[C:47](O)=[O:48]. Given the product [Br:41][C:42]1[C:43]([CH3:59])=[CH:44][C:45]([O:51][CH2:52][C:53]2[CH:58]=[CH:57][CH:56]=[CH:55][CH:54]=2)=[C:46]([CH:50]=1)[C:47]([NH:7][C:4]1[CH:5]=[CH:6][N:1]=[N:2][CH:3]=1)=[O:48], predict the reactants needed to synthesize it. (2) Given the product [C:21]1([C:27]2[N:28]=[C:29]([N:32]3[CH2:37][CH2:36][N:35]([C:13]([NH:12][C:9]4[CH:8]=[CH:7][C:6]([N:1]5[CH:5]=[CH:4][CH:3]=[N:2]5)=[CH:11][CH:10]=4)=[O:20])[CH2:34][CH2:33]3)[S:30][CH:31]=2)[CH:22]=[CH:23][CH:24]=[CH:25][CH:26]=1, predict the reactants needed to synthesize it. The reactants are: [N:1]1([C:6]2[CH:11]=[CH:10][C:9]([NH:12][C:13](=[O:20])OCC(Cl)(Cl)Cl)=[CH:8][CH:7]=2)[CH:5]=[CH:4][CH:3]=[N:2]1.[C:21]1([C:27]2[N:28]=[C:29]([N:32]3[CH2:37][CH2:36][NH:35][CH2:34][CH2:33]3)[S:30][CH:31]=2)[CH:26]=[CH:25][CH:24]=[CH:23][CH:22]=1.C(N(C(C)C)CC)(C)C.CS(C)=O. (3) Given the product [CH2:10]([C:9]1([C:7]2[CH:6]=[CH:5][N:4]=[C:3]([O:2][CH3:1])[CH:8]=2)[O:16][CH2:15][CH2:14][CH2:13][O:12]1)[CH3:11], predict the reactants needed to synthesize it. The reactants are: [CH3:1][O:2][C:3]1[CH:8]=[C:7]([C:9](=[O:12])[CH2:10][CH3:11])[CH:6]=[CH:5][N:4]=1.[CH2:13](O)[CH2:14][CH2:15][OH:16].C([O-])(O)=O.[Na+]. (4) Given the product [C:44]([O:57][CH2:58][C@@H:59]([O:89][C:90](=[O:102])[CH2:91][CH2:92][CH2:93][CH2:94][CH2:95][CH2:96][CH3:97])[CH2:60][S:61][CH2:62][C@H:63]([NH:71][C:72]([O:74][CH2:75][CH:76]1[C:88]2[CH:87]=[CH:86][CH:85]=[CH:84][C:83]=2[C:82]2[C:77]1=[CH:78][CH:79]=[CH:80][CH:81]=2)=[O:73])[C:64]([O:66][C:67]([CH3:68])([CH3:70])[CH3:69])=[O:65])(=[O:56])[CH2:45][CH2:46][CH2:47][CH2:48][CH2:49][CH2:50][CH3:51], predict the reactants needed to synthesize it. The reactants are: C1C2C(COC(N[C@@H](CSC[C@H](O)CO)C(OC(C)(C)C)=O)=O)C3C(=CC=CC=3)C=2C=CC=1.C(Cl)(=O)CCCCCCC.[C:44]([O:57][CH2:58][C@@H:59]([O:89][C:90](=[O:102])[CH2:91][CH2:92][CH2:93][CH2:94][CH2:95][CH2:96][CH2:97]CCCC)[CH2:60][S:61][CH2:62][C@H:63]([NH:71][C:72]([O:74][CH2:75][CH:76]1[C:88]2[CH:87]=[CH:86][CH:85]=[CH:84][C:83]=2[C:82]2[C:77]1=[CH:78][CH:79]=[CH:80][CH:81]=2)=[O:73])[C:64]([O:66][C:67]([CH3:70])([CH3:69])[CH3:68])=[O:65])(=[O:56])[CH2:45][CH2:46][CH2:47][CH2:48][CH2:49][CH2:50][CH2:51]CCCC. (5) Given the product [Cl:8][C:6]1[CH:7]=[C:2]([NH:1][C:12]([NH:11][C:14]([CH3:21])([CH3:15])[CH2:16][C:17]([CH3:20])([CH3:19])[CH3:18])=[O:13])[CH:3]=[C:4]([Cl:10])[C:5]=1[OH:9], predict the reactants needed to synthesize it. The reactants are: [NH2:1][C:2]1[CH:7]=[C:6]([Cl:8])[C:5]([OH:9])=[C:4]([Cl:10])[CH:3]=1.[N:11]([C:14]([CH3:21])([CH2:16][C:17]([CH3:20])([CH3:19])[CH3:18])[CH3:15])=[C:12]=[O:13].CNCCS. (6) Given the product [Br:1][C:2]1[CH:10]=[CH:9][C:8]([CH3:16])=[C:7]2[C:3]=1[C:4]1[CH:14]=[CH:13][CH:12]=[N:11][C:5]=1[NH:6]2, predict the reactants needed to synthesize it. The reactants are: [Br:1][C:2]1[CH:10]=[CH:9][CH:8]=[C:7]2[C:3]=1[C:4]1[CH:14]=[CH:13][CH:12]=[N:11][C:5]=1[NH:6]2.Br[C:16]1C=CC(C)=C(C=1)N. (7) The reactants are: ClC(Cl)(Cl)[C:3]([C:5]1[N:6]([CH2:10][C:11](=[O:18])[C:12]2[CH:17]=[CH:16][CH:15]=[CH:14][N:13]=2)[CH:7]=[CH:8][CH:9]=1)=[O:4].[OH-:21].[Na+].O.Cl. Given the product [O:18]=[C:11]([C:12]1[CH:17]=[CH:16][CH:15]=[CH:14][N:13]=1)[CH2:10][N:6]1[CH:7]=[CH:8][CH:9]=[C:5]1[C:3]([OH:4])=[O:21], predict the reactants needed to synthesize it.